This data is from Reaction yield outcomes from USPTO patents with 853,638 reactions. The task is: Predict the reaction yield, written as a fraction of the theoretical maximum amount of product (1.0 means a 100% yield; for example, 0.34 means a 34% yield). (1) The reactants are [NH:1]1[CH2:6][CH2:5][CH:4]([O:7][C:8](=[O:22])[NH:9][C:10]2[CH:15]=[CH:14][CH:13]=[CH:12][C:11]=2[C:16]2[CH:21]=[CH:20][CH:19]=[CH:18][CH:17]=2)[CH2:3][CH2:2]1.[C:23]([OH:27])(=[O:26])[CH:24]=[CH2:25]. The catalyst is ClCCl. The product is [C:11]1([C:16]2[CH:21]=[CH:20][CH:19]=[CH:18][CH:17]=2)[CH:12]=[CH:13][CH:14]=[CH:15][C:10]=1[NH:9][C:8]([O:7][CH:4]1[CH2:3][CH2:2][N:1]([CH2:25][CH2:24][C:23]([OH:27])=[O:26])[CH2:6][CH2:5]1)=[O:22]. The yield is 0.960. (2) The product is [CH2:9]([O:16][C:17]1[CH:36]=[CH:35][C:20]([CH2:21][C@H:22]([NH:27][C:28](=[O:34])[O:29][C:30]([CH3:31])([CH3:33])[CH3:32])[C@H:23]2[CH2:24][O:25]2)=[CH:19][C:18]=1[F:37])[C:10]1[CH:11]=[CH:12][CH:13]=[CH:14][CH:15]=1. The catalyst is C(Cl)Cl.CO.C1(C)C=CC(S([O-])(=O)=O)=CC=1.[NH+]1C=CC=CC=1. The reactants are C(OC)(OC)(OC)C.[CH2:9]([O:16][C:17]1[CH:36]=[CH:35][C:20]([CH2:21][C@H:22]([NH:27][C:28](=[O:34])[O:29][C:30]([CH3:33])([CH3:32])[CH3:31])[C@H:23](O)[CH2:24][OH:25])=[CH:19][C:18]=1[F:37])[C:10]1[CH:15]=[CH:14][CH:13]=[CH:12][CH:11]=1.C(N(CC)CC)C.C(Br)(=O)C.[OH-].[K+]. The yield is 0.720.